From a dataset of Retrosynthesis with 50K atom-mapped reactions and 10 reaction types from USPTO. Predict the reactants needed to synthesize the given product. (1) Given the product C[C@@H]1CN(C(=O)OC(C)(C)C)CCN1C(=O)c1ccc(C#N)cc1F, predict the reactants needed to synthesize it. The reactants are: C[C@@H]1CN(C(=O)OC(C)(C)C)CCN1.N#Cc1ccc(C(=O)O)c(F)c1. (2) Given the product COCCOCc1c(C(Nc2ccc(C(=O)O)cc2)C2CCCCC2)oc2ccc(F)cc12, predict the reactants needed to synthesize it. The reactants are: COCCOCc1c(C(Nc2ccc(C(=O)OC)cc2)C2CCCCC2)oc2ccc(F)cc12. (3) Given the product Cc1cc([C@](C)(O)C#Cc2ccc3c(C(C)(C)O)nn(-c4ccnc(N)n4)c3c2)no1, predict the reactants needed to synthesize it. The reactants are: C#C[C@@](C)(O)c1cc(C)on1.CC(C)(O)c1nn(-c2ccnc(N)n2)c2cc(Br)ccc12. (4) Given the product CCC(Sc1ccc2nnc(-c3ccccc3F)n2n1)C(=O)N1CCCCC1, predict the reactants needed to synthesize it. The reactants are: CCC(Br)C(=O)N1CCCCC1.Fc1ccccc1-c1nnc2ccc(S)nn12. (5) Given the product CCOc1cc(C#N)ccc1C1=NC(C)(c2ccc(Cl)cc2)C(C)(c2ccc(Cl)cc2)N1C(=O)Cl, predict the reactants needed to synthesize it. The reactants are: CCOc1cc(C#N)ccc1C1=N[C@@](C)(c2ccc(Cl)cc2)[C@@](C)(c2ccc(Cl)cc2)N1.O=C(Cl)Cl. (6) Given the product CC(C)(C)OC(=O)Nc1ccc(-c2ccc(F)cc2)cc1N, predict the reactants needed to synthesize it. The reactants are: CC(C)(C)OC(=O)Nc1ccc(-c2ccc(F)cc2)cc1[N+](=O)[O-].